This data is from Reaction yield outcomes from USPTO patents with 853,638 reactions. The task is: Predict the reaction yield, written as a fraction of the theoretical maximum amount of product (1.0 means a 100% yield; for example, 0.34 means a 34% yield). (1) The yield is 0.987. No catalyst specified. The reactants are C(OC(=O)C)(=[O:3])C.C1(N[C:12]2[C:21]3[C:16](=[CH:17][CH:18]=[CH:19][CH:20]=3)[N:15]=[CH:14][CH:13]=2)CC1.[N:22]1[CH:27]=[CH:26][CH:25]=[CH:24][CH:23]=1. The product is [CH:25]1([CH:26]([C:12]2[C:21]3[C:16](=[CH:17][CH:18]=[CH:19][CH:20]=3)[N:15]=[CH:14][CH:13]=2)[C:27]([NH2:22])=[O:3])[CH2:23][CH2:24]1. (2) The catalyst is O1CCOCC1. The yield is 0.140. The reactants are Cl[C:2]1[CH:3]=[CH:4][C:5]2[N:6]=[CH:7][N:8]=[C:9]([O:12][CH:13]3[CH2:18][CH2:17][N:16]([CH3:19])[CH2:15][CH2:14]3)[C:10]=2[N:11]=1.CC1(C)C(C)(C)OB([C:28]2[CH:29]=[C:30]([NH:34][S:35]([C:38]3[CH:43]=[CH:42][CH:41]=[CH:40][CH:39]=3)(=[O:37])=[O:36])[CH:31]=[N:32][CH:33]=2)O1.C(=O)(O)[O-].[Na+]. The product is [CH3:19][N:16]1[CH2:17][CH2:18][CH:13]([O:12][C:9]2[C:10]3[N:11]=[C:2]([C:28]4[CH:29]=[C:30]([NH:34][S:35]([C:38]5[CH:39]=[CH:40][CH:41]=[CH:42][CH:43]=5)(=[O:36])=[O:37])[CH:31]=[N:32][CH:33]=4)[CH:3]=[CH:4][C:5]=3[N:6]=[CH:7][N:8]=2)[CH2:14][CH2:15]1. (3) The reactants are [H-].[Na+].[CH3:3][O:4][C:5](=[O:16])[C:6]1[CH:11]=[CH:10][C:9]([C:12]([OH:15])([CH3:14])[CH3:13])=[CH:8][CH:7]=1.[CH3:17]I.[Cl-].[NH4+]. The catalyst is CN(C=O)C. The product is [CH3:3][O:4][C:5](=[O:16])[C:6]1[CH:11]=[CH:10][C:9]([C:12]([O:15][CH3:17])([CH3:14])[CH3:13])=[CH:8][CH:7]=1. The yield is 0.380. (4) The reactants are [F:1][C:2]([F:23])([F:22])[C:3]1[CH:4]=[C:5]([N:9]2[CH:14]=[CH:13][C:12](=[O:15])[C:11]([C:16]#[C:17][Si](C)(C)C)=[N:10]2)[CH:6]=[CH:7][CH:8]=1.Cl. The catalyst is CO.[OH-].[Na+]. The product is [C:16]([C:11]1[C:12](=[O:15])[CH:13]=[CH:14][N:9]([C:5]2[CH:6]=[CH:7][CH:8]=[C:3]([C:2]([F:23])([F:22])[F:1])[CH:4]=2)[N:10]=1)#[CH:17]. The yield is 0.590. (5) The reactants are C(OC(=O)[NH:7][C@H:8]([C:10](=[O:33])[NH:11][CH2:12][C:13]1[N:22]=[C:21]([N:23]([C:25]2[CH:30]=[CH:29][C:28]([O:31][CH3:32])=[CH:27][CH:26]=2)[CH3:24])[C:20]2[C:15](=[CH:16][CH:17]=[CH:18][CH:19]=2)[N:14]=1)[CH3:9])(C)(C)C.NCC1N=C(N(C2C=CC(OC)=CC=2)C)C2C(=CC=CC=2)N=1.N(C(OC(C)(C)C)=O)[C@H](C(O)=O)C.CCN=C=NCCCN(C)C.C(N(C(C)C)C(C)C)C. The catalyst is CN(C=O)C.CCOC(C)=O. The product is [NH2:7][C@@H:8]([CH3:9])[C:10]([NH:11][CH2:12][C:13]1[N:22]=[C:21]([N:23]([C:25]2[CH:30]=[CH:29][C:28]([O:31][CH3:32])=[CH:27][CH:26]=2)[CH3:24])[C:20]2[C:15](=[CH:16][CH:17]=[CH:18][CH:19]=2)[N:14]=1)=[O:33]. The yield is 0.830. (6) The reactants are [CH3:1][C:2]1[N:7]=[C:6]2[S:8][C:9]3[CH2:14][CH2:13][CH2:12][CH2:11][C:10]=3[C:5]2=[C:4]([C:15]2[CH:20]=[CH:19][C:18]([Cl:21])=[CH:17][CH:16]=2)[C:3]=1[CH:22]([CH2:27][CH2:28][CH3:29])[C:23]([O:25]C)=[O:24].[OH-].[Na+]. The catalyst is CO. The product is [CH3:1][C:2]1[N:7]=[C:6]2[S:8][C:9]3[CH2:14][CH2:13][CH2:12][CH2:11][C:10]=3[C:5]2=[C:4]([C:15]2[CH:16]=[CH:17][C:18]([Cl:21])=[CH:19][CH:20]=2)[C:3]=1[CH:22]([CH2:27][CH2:28][CH3:29])[C:23]([OH:25])=[O:24]. The yield is 0.760. (7) The reactants are Cl[S:2]([OH:5])(=[O:4])=[O:3].[N+:6]([C:9]1[CH:22]=[CH:21][C:12]2[N:13]=[C:14]([C:16]3[CH:20]=[CH:19][S:18][CH:17]=3)[S:15][C:11]=2[CH:10]=1)([O-:8])=[O:7]. The catalyst is C(Cl)(Cl)Cl. The product is [N+:6]([C:9]1[CH:22]=[CH:21][C:12]2[N:13]=[C:14]([C:16]3[CH:20]=[C:19]([S:2]([OH:5])(=[O:4])=[O:3])[S:18][CH:17]=3)[S:15][C:11]=2[CH:10]=1)([O-:8])=[O:7]. The yield is 0.900.